This data is from Forward reaction prediction with 1.9M reactions from USPTO patents (1976-2016). The task is: Predict the product of the given reaction. (1) Given the reactants Cl[C:2]1[N:7]2[N:8]=[C:9]([NH:11][C:12](=[O:19])[C:13]3[CH:18]=[CH:17][CH:16]=[CH:15][CH:14]=3)[N:10]=[C:6]2[CH:5]=[CH:4][CH:3]=1.[NH2:20][CH:21]([CH2:24][CH3:25])[CH2:22][OH:23], predict the reaction product. The product is: [OH:23][CH2:22][CH:21]([NH:20][C:2]1[N:7]2[N:8]=[C:9]([NH:11][C:12](=[O:19])[C:13]3[CH:18]=[CH:17][CH:16]=[CH:15][CH:14]=3)[N:10]=[C:6]2[CH:5]=[CH:4][CH:3]=1)[CH2:24][CH3:25]. (2) Given the reactants [S:1]([CH2:11][CH2:12][O:13][C:14](=[O:17])[CH:15]=[CH2:16])([C:4]1[CH:10]=[CH:9][C:7]([CH3:8])=[CH:6][CH:5]=1)(=[O:3])=[O:2].[OH:18][CH2:19][CH2:20][CH2:21][O:22][C:23](=[O:26])[CH:24]=[CH2:25].[CH3:27][O:28][C:29](=[O:33])[C:30]([CH3:32])=[CH2:31].CC(N=NC(C#N)(C)C)(C#N)C, predict the reaction product. The product is: [S:1]([CH2:11][CH2:12][O:13][C:14](=[O:17])[CH:15]=[CH2:16])([C:4]1[CH:5]=[CH:6][C:7]([CH3:8])=[CH:9][CH:10]=1)(=[O:3])=[O:2].[OH:18][CH2:19][CH2:20][CH2:21][O:22][C:23](=[O:26])[CH:24]=[CH2:25].[CH3:27][O:28][C:29](=[O:33])[C:30]([CH3:32])=[CH2:31]. (3) The product is: [CH3:21][C:22]1[CH:27]=[CH:26][CH:25]=[CH:24][C:23]=1[C:28]1[O:29][C:30]([CH3:35])=[C:31]([CH2:33][O:1][CH:2]2[CH2:7][CH2:6][CH2:5][CH:4]([O:8][CH2:9][C:10]3[CH:19]=[CH:18][CH:17]=[C:16]([CH3:20])[C:11]=3[C:12]([OH:14])=[O:13])[CH2:3]2)[N:32]=1. Given the reactants [OH:1][CH:2]1[CH2:7][CH2:6][CH2:5][CH:4]([O:8][CH2:9][C:10]2[CH:19]=[CH:18][CH:17]=[C:16]([CH3:20])[C:11]=2[C:12]([O:14]C)=[O:13])[CH2:3]1.[CH3:21][C:22]1[CH:27]=[CH:26][CH:25]=[CH:24][C:23]=1[C:28]1[O:29][C:30]([CH3:35])=[C:31]([CH2:33]I)[N:32]=1, predict the reaction product. (4) Given the reactants [F:1][C:2]1[CH:3]=[CH:4][C:5]([CH3:19])=[C:6]([C:8]([CH3:18])([CH3:17])[CH2:9][C@:10]2([C:13]([F:16])([F:15])[F:14])[CH2:12][O:11]2)[CH:7]=1.[Li].[F-].[CH2:22]([N+](CCCC)(CCCC)CCCC)[CH2:23]CC.[Cl-].[NH4+], predict the reaction product. The product is: [F:1][C:2]1[CH:3]=[CH:4][C:5]([CH3:19])=[C:6]([C:8]([CH3:18])([CH3:17])[CH2:9][C@@:10]([C:13]([F:16])([F:15])[F:14])([OH:11])[CH2:12][C:22]#[CH:23])[CH:7]=1. (5) Given the reactants [Cl:1][C:2]1[C:11]2[C:6](=[CH:7][C:8]([O:12][CH:13]([CH3:15])[CH3:14])=[CH:9][CH:10]=2)[C:5]([OH:16])=[C:4]([C:17]([OH:19])=O)[N:3]=1.Cl.C([O:25][C:26](=[O:35])[C@@H:27]([NH2:34])[CH2:28][O:29]C(C)(C)C)(C)(C)C, predict the reaction product. The product is: [Cl:1][C:2]1[C:11]2[C:6](=[CH:7][C:8]([O:12][CH:13]([CH3:14])[CH3:15])=[CH:9][CH:10]=2)[C:5]([OH:16])=[C:4]([C:17]([NH:34][C@@H:27]([CH2:28][OH:29])[C:26]([OH:35])=[O:25])=[O:19])[N:3]=1. (6) Given the reactants F[C:2]1[CH:7]=[CH:6][CH:5]=[C:4]([F:8])[N:3]=1.[OH:9][CH2:10][C:11]1[CH:18]=[CH:17][C:14]([C:15]#[N:16])=[CH:13][CH:12]=1.[H-].[Na+], predict the reaction product. The product is: [F:8][C:4]1[N:3]=[C:2]([O:9][CH2:10][C:11]2[CH:18]=[CH:17][C:14]([C:15]#[N:16])=[CH:13][CH:12]=2)[CH:7]=[CH:6][CH:5]=1. (7) Given the reactants [CH:1]([Si:4]([CH:9]([CH3:11])[CH3:10])([CH:6]([CH3:8])[CH3:7])[SH:5])([CH3:3])[CH3:2].[H-].[Na+].[CH3:14][C:15]1[C:20](Br)=[CH:19][CH:18]=[CH:17][C:16]=1[N:22]1[C:26](=[O:27])[N:25]([CH3:28])[N:24]=[N:23]1, predict the reaction product. The product is: [CH3:14][C:15]1[C:20]([S:5][Si:4]([CH:1]([CH3:3])[CH3:2])([CH:6]([CH3:8])[CH3:7])[CH:9]([CH3:11])[CH3:10])=[CH:19][CH:18]=[CH:17][C:16]=1[N:22]1[C:26](=[O:27])[N:25]([CH3:28])[N:24]=[N:23]1. (8) Given the reactants C(O[BH-](OC(=O)C)OC(=O)C)(=O)C.[Na+].[Cl:15][C:16]1[C:17]([CH:27]=O)=[N:18][CH:19]=[C:20]([N:22]([CH3:26])[CH:23]([CH3:25])[CH3:24])[N:21]=1.[CH2:29]([NH:36][CH2:37][CH2:38][OH:39])[C:30]1[CH:35]=[CH:34][CH:33]=[CH:32][CH:31]=1.C(=O)([O-])[O-].[K+].[K+], predict the reaction product. The product is: [CH2:29]([N:36]([CH2:27][C:17]1[C:16]([Cl:15])=[N:21][C:20]([N:22]([CH3:26])[CH:23]([CH3:24])[CH3:25])=[CH:19][N:18]=1)[CH2:37][CH2:38][OH:39])[C:30]1[CH:35]=[CH:34][CH:33]=[CH:32][CH:31]=1. (9) Given the reactants Cl[C:2]1[CH:7]=[C:6]([N:8]2[CH2:13][CH2:12][O:11][CH2:10][CH2:9]2)[N:5]=[C:4]([C:14]2[CH:19]=[CH:18][CH:17]=[C:16]([CH2:20][OH:21])[CH:15]=2)[N:3]=1.[CH3:22][N:23]([CH3:35])[C:24]([C:26]1[CH:27]=[C:28](B(O)O)[CH:29]=[CH:30][CH:31]=1)=[O:25], predict the reaction product. The product is: [CH3:22][N:23]([CH3:35])[C:24]([C:26]1[CH:31]=[C:30]([C:2]2[CH:7]=[C:6]([N:8]3[CH2:13][CH2:12][O:11][CH2:10][CH2:9]3)[N:5]=[C:4]([C:14]3[CH:19]=[CH:18][CH:17]=[C:16]([CH2:20][OH:21])[CH:15]=3)[N:3]=2)[CH:29]=[CH:28][CH:27]=1)=[O:25].